Task: Predict the product of the given reaction.. Dataset: Forward reaction prediction with 1.9M reactions from USPTO patents (1976-2016) (1) Given the reactants [Br:1][C:2]1[CH:11]=[C:10]2[C:5]([C:6]([OH:15])=[C:7](C(O)=O)[CH:8]=[N:9]2)=[N:4][CH:3]=1.N1C2C(=CC=CC=2)C=CC=1, predict the reaction product. The product is: [Br:1][C:2]1[CH:11]=[C:10]2[C:5]([C:6]([OH:15])=[CH:7][CH:8]=[N:9]2)=[N:4][CH:3]=1. (2) Given the reactants [CH:1]([C:4]1[CH:9]=[CH:8][CH:7]=[C:6]([CH:10]([CH3:12])[CH3:11])[C:5]=1[N:13]1[C:35](=[O:36])[C:32]2[C:33]3[C:34]4[C:29](=[CH:30][CH:31]=2)[C:28]2[C:37]5[C:24]([C:25]([C:38]#[C:39][CH2:40][CH2:41][CH2:42][CH2:43][OH:44])=[CH:26][CH:27]=2)=[CH:23][CH:22]=[CH:21][C:20]=5[C:19]=4[CH:18]=[CH:17][C:16]=3[C:14]1=[O:15])([CH3:3])[CH3:2].C(N(CC)CC)C.[C:52](Cl)(=[O:56])[C:53]([CH3:55])=[CH2:54].O, predict the reaction product. The product is: [CH:1]([C:4]1[CH:9]=[CH:8][CH:7]=[C:6]([CH:10]([CH3:12])[CH3:11])[C:5]=1[N:13]1[C:35](=[O:36])[C:32]2[C:33]3[C:34]4[C:29](=[CH:30][CH:31]=2)[C:28]2[C:37]5[C:24]([C:25]([C:38]#[C:39][CH2:40][CH2:41][CH2:42][CH2:43][O:44][C:52](=[O:56])[C:53]([CH3:55])=[CH2:54])=[CH:26][CH:27]=2)=[CH:23][CH:22]=[CH:21][C:20]=5[C:19]=4[CH:18]=[CH:17][C:16]=3[C:14]1=[O:15])([CH3:2])[CH3:3]. (3) Given the reactants O[CH2:2][CH:3]1[C:15]2[CH:14]=[CH:13][CH:12]=[CH:11][C:10]=2[C:9]2[C:4]1=[CH:5][CH:6]=[CH:7][CH:8]=2.[OH-].[K+], predict the reaction product. The product is: [CH2:2]=[C:3]1[C:4]2[C:9](=[CH:8][CH:7]=[CH:6][CH:5]=2)[C:10]2[C:15]1=[CH:14][CH:13]=[CH:12][CH:11]=2.